Dataset: Peptide-MHC class II binding affinity with 134,281 pairs from IEDB. Task: Regression. Given a peptide amino acid sequence and an MHC pseudo amino acid sequence, predict their binding affinity value. This is MHC class II binding data. (1) The peptide sequence is INEDTAAAIAYGLDR. The MHC is HLA-DQA10401-DQB10402 with pseudo-sequence HLA-DQA10401-DQB10402. The binding affinity (normalized) is 0.662. (2) The peptide sequence is PRRWLRFCNPELSEI. The MHC is DRB3_0101 with pseudo-sequence DRB3_0101. The binding affinity (normalized) is 0.322. (3) The peptide sequence is KGKDKWIELKESWGA. The MHC is HLA-DPA10201-DPB10501 with pseudo-sequence HLA-DPA10201-DPB10501. The binding affinity (normalized) is 0.302. (4) The peptide sequence is AVDGRFAVPQILGDE. The MHC is DRB1_0901 with pseudo-sequence DRB1_0901. The binding affinity (normalized) is 0.278.